Token-level Classification. Given an antigen amino acid sequence, predict which amino acid positions are active epitope sites capable of antibody binding. Output is a list of indices for active positions. From a dataset of B-cell epitopes from IEDB database with 3,159 antigens for binding position prediction. (1) Given the antigen sequence: MKTIIALSHIFCLVLGQYLPGNDNSTATLCLGHHAVPNGTLVKTITNDQIEVTNATELVQSSSTGKICNNPHRILDGIDCTLIDALLGDPHCDGFQNETWDLFVERSKAFSNCYPYDVPDYASLRSLVASSGTLEFITEGFTWTGVTQNGGSNACKRGPGSGFFSRLNWLTKSESTYPVLNVTMPNNDNFDKLYIWGVHHPSTNQEQTSLYVQASGRVTVSTRRSQQTIIPNIGSRPWVRGLSSRISIYWTIVKPGDVLVINSNGNLIAPRGYFKMRTGKSSIMRSDAPIDTCISECITPNGSIPNDKPFQNVNKITYGACPKYVKQNTLKLATGMRNVPEKQTRGLFGAIAGFIENGWEGMIDGWYGFRHQNSEGTGQAADLKSTQAAIDQINGKLNRVIEKTNEKFHQIEKEFSEVEGRIQDLEKYVEDTKIDLWSYNAELLVALENQHTIDLTDSEMNKLFEKTRRQLRENAEDMGNGCFKIYHKCDNACIESIRNG..., which amino acid positions are active epitope sites? The epitope positions are: [337, 338, 339, 340, 341, 342, 343]. The amino acids at these positions are: NVPEKQT. (2) Given the antigen sequence: MSLLTEVETLTKNGWGCRCSDSSDPLVVAASIIGILHLILWILDRLFFKCIYRRFKYGLKRGPSTEGVPESMREEYRQEQQNAVDVDDGHFVNIELE, which amino acid positions are active epitope sites? The epitope positions are: [1, 2, 3, 4, 5, 6, 7, 8, 9, 10, 11, 12, 13, 14, 15, 16, 17, 18, 19, 20... (23 total positions)]. The amino acids at these positions are: SLLTEVETLTKNGWGCRCSDSSD.